Dataset: Reaction yield outcomes from USPTO patents with 853,638 reactions. Task: Predict the reaction yield, written as a fraction of the theoretical maximum amount of product (1.0 means a 100% yield; for example, 0.34 means a 34% yield). (1) The reactants are [C:1]1([N:7]2[C:11]([C:12]3[CH:17]=[CH:16][CH:15]=[CH:14][CH:13]=3)=[CH:10][CH:9]=[C:8]2[C:18]2[CH:19]=[C:20]3[C:25](=[CH:26][CH:27]=2)[CH:24]=[C:23]([OH:28])[CH:22]=[CH:21]3)[CH:6]=[CH:5][CH:4]=[CH:3][CH:2]=1.Br[CH2:30][C:31]#[N:32].C(=O)([O-])[O-].[Cs+].[Cs+]. No catalyst specified. The product is [C:1]1([N:7]2[C:11]([C:12]3[CH:13]=[CH:14][CH:15]=[CH:16][CH:17]=3)=[CH:10][CH:9]=[C:8]2[C:18]2[CH:19]=[C:20]3[C:25](=[CH:26][CH:27]=2)[CH:24]=[C:23]([O:28][CH2:30][C:31]#[N:32])[CH:22]=[CH:21]3)[CH:2]=[CH:3][CH:4]=[CH:5][CH:6]=1. The yield is 0.770. (2) The reactants are [Br:1][C:2]1[CH:7]=[CH:6][C:5]([CH:8](O)[C:9]([NH:11][C:12]2[CH:17]=[CH:16][C:15]([NH:18][C:19](=[O:29])[CH:20]([C:22]3[CH:27]=[CH:26][C:25]([Br:28])=[CH:24][CH:23]=3)O)=[CH:14][CH:13]=2)=[O:10])=[CH:4][CH:3]=1. The catalyst is S(=O)(=O)(O)O. The product is [Br:1][C:2]1[CH:7]=[CH:6][C:5]([CH:8]2[C:17]3[C:12](=[CH:13][C:14]4[CH:20]([C:22]5[CH:27]=[CH:26][C:25]([Br:28])=[CH:24][CH:23]=5)[C:19](=[O:29])[NH:18][C:15]=4[CH:16]=3)[NH:11][C:9]2=[O:10])=[CH:4][CH:3]=1. The yield is 0.830. (3) The reactants are [F:1][C:2]1[CH:7]=[CH:6][C:5]([CH2:8][C:9]2[CH:18]=[C:17]3[C:12]([C:13]([OH:29])=[C:14]([C:24](OCC)=[O:25])[C:15](=[O:23])[N:16]3[CH2:19][CH2:20][CH2:21][OH:22])=[N:11][CH:10]=2)=[CH:4][CH:3]=1.[NH2:30][CH2:31][CH:32]([OH:34])[CH3:33]. No catalyst specified. The product is [F:1][C:2]1[CH:3]=[CH:4][C:5]([CH2:8][C:9]2[CH:18]=[C:17]3[C:12]([C:13]([OH:29])=[C:14]([C:24]([NH:30][CH2:31][CH:32]([OH:34])[CH3:33])=[O:25])[C:15](=[O:23])[N:16]3[CH2:19][CH2:20][CH2:21][OH:22])=[N:11][CH:10]=2)=[CH:6][CH:7]=1. The yield is 0.340. (4) The reactants are [CH2:1]([O:3][C:4]1[C:13]([CH2:14][CH3:15])=[CH:12][CH:11]=[C:10]([NH:16][S:17]([C:20]2[CH:25]=[CH:24][CH:23]=[CH:22][C:21]=2[F:26])(=[O:19])=[O:18])[C:5]=1[C:6]([O:8]C)=[O:7])[CH3:2].O.[OH-].[Li+].Cl. The catalyst is O1CCOCC1.O. The product is [CH2:1]([O:3][C:4]1[C:13]([CH2:14][CH3:15])=[CH:12][CH:11]=[C:10]([NH:16][S:17]([C:20]2[CH:25]=[CH:24][CH:23]=[CH:22][C:21]=2[F:26])(=[O:18])=[O:19])[C:5]=1[C:6]([OH:8])=[O:7])[CH3:2]. The yield is 0.948.